Predict which catalyst facilitates the given reaction. From a dataset of Catalyst prediction with 721,799 reactions and 888 catalyst types from USPTO. (1) Reactant: C([O:3]/[CH:4]=[CH:5]\[C:6]1[CH:7]=[N:8][C:9]2[C:14]([CH:15]=1)=[C:13]1[CH:16]=[CH:17][C:18]([CH3:20])=[CH:19][C:12]1=[N:11][C:10]=2[NH2:21])C.Cl.C([O-])(O)=O.[Na+].[Li+].[B-](CC)(CC)CC.C1COCC1. Product: [NH2:21][C:10]1[C:9]2[N:8]=[CH:7][C:6]([CH2:5][CH2:4][OH:3])=[CH:15][C:14]=2[C:13]2[CH:16]=[CH:17][C:18]([CH3:20])=[CH:19][C:12]=2[N:11]=1. The catalyst class is: 12. (2) Reactant: [CH3:1][N:2]1[CH:6]=[CH:5][C:4]([CH2:7][N:8]2[C:16]3[C:11](=[C:12]([N+:17]([O-])=O)[CH:13]=[CH:14][CH:15]=3)[C:10]([CH:20]=[CH2:21])=[N:9]2)=[N:3]1. Product: [CH2:20]([C:10]1[C:11]2[C:12]([NH2:17])=[CH:13][CH:14]=[CH:15][C:16]=2[N:8]([CH2:7][C:4]2[CH:5]=[CH:6][N:2]([CH3:1])[N:3]=2)[N:9]=1)[CH3:21]. The catalyst class is: 320. (3) Reactant: [CH:1]1([C:4]2[O:5][C:6]3[C:7](=[C:9]([C:27]#[N:28])[C:10]([CH3:26])=[C:11]([C:20]4[CH:25]=[CH:24][CH:23]=[CH:22][CH:21]=4)[C:12]=3[C@H:13]3[CH2:17][C@H:16](I)[C@@H:15]([OH:19])[CH2:14]3)[N:8]=2)[CH2:3][CH2:2]1.N(C(C)(C)C#N)=NC(C)(C)C#N.C([SnH](CCCC)CCCC)CCC. Product: [CH:1]1([C:4]2[O:5][C:6]3[C:7](=[C:9]([C:27]#[N:28])[C:10]([CH3:26])=[C:11]([C:20]4[CH:25]=[CH:24][CH:23]=[CH:22][CH:21]=4)[C:12]=3[C@H:13]3[CH2:17][CH2:16][C@@H:15]([OH:19])[CH2:14]3)[N:8]=2)[CH2:2][CH2:3]1. The catalyst class is: 11. (4) Reactant: [C:1]([C:3]1[CH:4]=[C:5]2[C:10](=[CH:11][C:12]=1[O:13][C:14]1[CH:22]=[CH:21][C:17]([C:18](O)=[O:19])=[CH:16][CH:15]=1)[O:9][CH2:8][CH2:7][CH:6]2[C:23]([O:25][CH3:26])=[O:24])#[N:2].Cl.CN(C)CCCN=C=NCC.O.ON1C2C=CC=CC=2N=N1.Cl.[Cl:51][C:52]1[CH:57]=[CH:56][C:55]([CH:58]2[CH2:60][CH:59]2[NH2:61])=[CH:54][CH:53]=1.C(N(CC)CC)C. Product: [Cl:51][C:52]1[CH:53]=[CH:54][C:55]([CH:58]2[CH2:60][CH:59]2[NH:61][C:18]([C:17]2[CH:16]=[CH:15][C:14]([O:13][C:12]3[CH:11]=[C:10]4[C:5]([CH:6]([C:23]([O:25][CH3:26])=[O:24])[CH2:7][CH2:8][O:9]4)=[CH:4][C:3]=3[C:1]#[N:2])=[CH:22][CH:21]=2)=[O:19])=[CH:56][CH:57]=1. The catalyst class is: 26. (5) Reactant: [NH2:1][C@@H:2]([CH3:21])[C:3]([NH:5][C:6]1[CH:11]=[CH:10][C:9]([F:12])=[CH:8][C:7]=1[NH:13][C:14]1[CH:15]=[N:16][C:17]([F:20])=[CH:18][CH:19]=1)=[O:4].Cl[C:23]1[N:31]=[CH:30][N:29]=[C:28]2[C:24]=1[N:25]=[CH:26][N:27]2C1CCCCO1.CCN(C(C)C)C(C)C. Product: [F:12][C:9]1[CH:10]=[CH:11][C:6]([NH:5][C:3](=[O:4])[C@@H:2]([NH:1][C:23]2[N:31]=[CH:30][N:29]=[C:28]3[C:24]=2[N:25]=[CH:26][NH:27]3)[CH3:21])=[C:7]([NH:13][C:14]2[CH:15]=[N:16][C:17]([F:20])=[CH:18][CH:19]=2)[CH:8]=1. The catalyst class is: 51. (6) Reactant: C(N(CC)CC)C.O[CH:9]1[CH2:14][CH2:13][CH2:12][CH2:11][C:10]1=[O:15].[C:16](#[N:20])[CH2:17][C:18]#[N:19]. Product: [NH2:20][C:16]1[O:15][C:10]2[CH2:11][CH2:12][CH2:13][CH2:14][C:9]=2[C:17]=1[C:18]#[N:19]. The catalyst class is: 5. (7) Reactant: [CH2:1]([N:8]1[C:16]2[C:11](=[CH:12][CH:13]=[C:14]([OH:17])[CH:15]=2)[C:10]([C:18]([NH:20][CH2:21][C:22]2[CH:27]=[CH:26][C:25]([F:28])=[C:24]([F:29])[CH:23]=2)=[O:19])=[C:9]1[CH:30]([CH3:32])[CH3:31])[C:2]1[CH:7]=[CH:6][CH:5]=[CH:4][CH:3]=1.C([O-])([O-])=O.[K+].[K+].Cl.[CH3:40][N:41]([CH3:45])[CH2:42][CH2:43]Cl. Product: [CH2:1]([N:8]1[C:16]2[C:11](=[CH:12][CH:13]=[C:14]([O:17][CH2:43][CH2:42][N:41]([CH3:45])[CH3:40])[CH:15]=2)[C:10]([C:18]([NH:20][CH2:21][C:22]2[CH:27]=[CH:26][C:25]([F:28])=[C:24]([F:29])[CH:23]=2)=[O:19])=[C:9]1[CH:30]([CH3:32])[CH3:31])[C:2]1[CH:7]=[CH:6][CH:5]=[CH:4][CH:3]=1. The catalyst class is: 3. (8) Reactant: [CH:1]([O:3][C:4]([N:6]1[CH2:30][C@:29]2([C:31](=[O:34])[CH2:32]O)[C@@H:8]([CH2:9][C@H:10]3[C@H:23]4[C@@:14]([F:27])([C@:15]5([CH3:26])[C:20]([C@@H:21]([F:24])[CH2:22]4)=[CH:19][C:18](=[O:25])[CH:17]=[CH:16]5)[C@@H:13]([OH:28])[CH2:12][C@@:11]32[CH3:35])[CH2:7]1)=[O:5])=[CH2:2].[CH3:36][S:37](Cl)(=O)=O.CCN(C(C)C)C(C)C.C([S-])C.[Na+]. Product: [CH:1]([O:3][C:4]([N:6]1[CH2:30][C@:29]2([C:31](=[O:34])[CH2:32][S:37][CH3:36])[C@@H:8]([CH2:9][C@H:10]3[C@H:23]4[C@@:14]([F:27])([C@:15]5([CH3:26])[C:20]([C@@H:21]([F:24])[CH2:22]4)=[CH:19][C:18](=[O:25])[CH:17]=[CH:16]5)[C@@H:13]([OH:28])[CH2:12][C@@:11]32[CH3:35])[CH2:7]1)=[O:5])=[CH2:2]. The catalyst class is: 3. (9) Reactant: [H-].[Na+].[Br:3][C:4]1[C:5]([O:16][CH2:17][O:18][CH3:19])=[C:6]([CH2:14][OH:15])[CH:7]=[C:8]([O:10][CH2:11][O:12][CH3:13])[CH:9]=1.[CH3:20]I. Product: [Br:3][C:4]1[CH:9]=[C:8]([O:10][CH2:11][O:12][CH3:13])[CH:7]=[C:6]([CH2:14][O:15][CH3:20])[C:5]=1[O:16][CH2:17][O:18][CH3:19]. The catalyst class is: 3. (10) The catalyst class is: 6. Reactant: [CH3:1][C:2]([CH3:30])([CH3:29])[C:3]#[C:4][C:5]1[S:9][C:8]([C:10]([O:12]C)=[O:11])=[C:7]([N:14]([C@H:24]2[CH2:28][CH2:27][NH:26][CH2:25]2)[C:15]([C@H:17]2[CH2:22][CH2:21][C@H:20]([CH3:23])[CH2:19][CH2:18]2)=[O:16])[CH:6]=1.O1CCCC1.O.[OH-].[Li+].Cl. Product: [CH3:29][C:2]([CH3:1])([CH3:30])[C:3]#[C:4][C:5]1[S:9][C:8]([C:10]([OH:12])=[O:11])=[C:7]([N:14]([C@H:24]2[CH2:28][CH2:27][NH:26][CH2:25]2)[C:15]([C@H:17]2[CH2:22][CH2:21][C@H:20]([CH3:23])[CH2:19][CH2:18]2)=[O:16])[CH:6]=1.